From a dataset of Full USPTO retrosynthesis dataset with 1.9M reactions from patents (1976-2016). Predict the reactants needed to synthesize the given product. (1) Given the product [CH:1]1([CH2:4][O:5][C:6]2[CH:11]=[CH:10][C:9]([O:12][CH3:13])=[CH:8][C:7]=2[C:14]2[CH:19]=[CH:18][N:17]=[C:16]3[C:20]([C:32]([NH:35][C@@H:36]4[CH2:41][CH2:40][C@H:39]([NH:42][C:43](=[O:49])[O:44][C:45]([CH3:47])([CH3:46])[CH3:48])[CH2:38][CH2:37]4)=[O:33])=[C:21]([CH3:31])[N:22]([CH2:23][O:24][CH2:25][CH2:26][Si:27]([CH3:28])([CH3:30])[CH3:29])[C:15]=23)[CH2:3][CH2:2]1, predict the reactants needed to synthesize it. The reactants are: [CH:1]1([CH2:4][O:5][C:6]2[CH:11]=[CH:10][C:9]([O:12][CH3:13])=[CH:8][C:7]=2[C:14]2[CH:19]=[CH:18][N:17]=[C:16]3[C:20]([C:32](O)=[O:33])=[C:21]([CH3:31])[N:22]([CH2:23][O:24][CH2:25][CH2:26][Si:27]([CH3:30])([CH3:29])[CH3:28])[C:15]=23)[CH2:3][CH2:2]1.[NH2:35][C@@H:36]1[CH2:41][CH2:40][C@H:39]([NH:42][C:43](=[O:49])[O:44][C:45]([CH3:48])([CH3:47])[CH3:46])[CH2:38][CH2:37]1. (2) Given the product [Br:32][C:31]([Br:33])=[CH:8][C:7]1[CH:10]=[CH:11][C:4]([O:3][CH2:1][CH3:2])=[CH:5][CH:6]=1, predict the reactants needed to synthesize it. The reactants are: [CH2:1]([O:3][C:4]1[CH:11]=[CH:10][C:7]([CH:8]=O)=[CH:6][CH:5]=1)[CH3:2].C1C=CC(P(C2C=CC=CC=2)C2C=CC=CC=2)=CC=1.[C:31](Br)(Br)([Br:33])[Br:32]. (3) The reactants are: Cl[C:2]1[CH:7]=[C:6]([CH2:8][O:9][C:10]2[CH:15]=[CH:14][CH:13]=[CH:12][CH:11]=2)[CH:5]=[CH:4][N:3]=1.[OH-:16].[Na+].Cl. Given the product [O:9]([CH2:8][C:6]1[CH:5]=[CH:4][NH:3][C:2](=[O:16])[CH:7]=1)[C:10]1[CH:15]=[CH:14][CH:13]=[CH:12][CH:11]=1, predict the reactants needed to synthesize it. (4) Given the product [CH3:38][C:28]1[CH:29]=[CH:30][C:31]([S:34]([OH:37])(=[O:36])=[O:35])=[CH:32][CH:33]=1.[CH2:1]([NH:8][CH2:9][C@@H:10]1[O:11][C:12]2=[C:19]3[C:18](=[CH:17][CH:16]=[C:13]2[O:14][CH2:15]1)[NH:24][C:21](=[O:22])[CH2:20]3)[C:2]1[CH:7]=[CH:6][CH:5]=[CH:4][CH:3]=1, predict the reactants needed to synthesize it. The reactants are: [CH2:1]([NH:8][CH2:9][C@H:10]1[CH2:15][O:14][C:13]2[CH:16]=[CH:17][C:18]([N+:24]([O-])=O)=[C:19]([CH2:20][C:21](O)=[O:22])[C:12]=2[O:11]1)[C:2]1[CH:7]=[CH:6][CH:5]=[CH:4][CH:3]=1.O.[C:28]1([CH3:38])[CH:33]=[CH:32][C:31]([S:34]([OH:37])(=[O:36])=[O:35])=[CH:30][CH:29]=1. (5) Given the product [Cl:34][C:20]1[C:19]([C:16]2[N:15]=[C:14]([C:6]3[CH:7]=[N:8][C:9]([O:10][CH:11]([CH3:13])[CH3:12])=[C:4]([Cl:3])[CH:5]=3)[O:18][N:17]=2)=[CH:24][CH:23]=[CH:22][C:21]=1[CH2:25][CH2:26][C:27]([OH:29])=[O:28], predict the reactants needed to synthesize it. The reactants are: [OH-].[Na+].[Cl:3][C:4]1[CH:5]=[C:6]([C:14]2[O:18][N:17]=[C:16]([C:19]3[C:20](CC)=[C:21]([CH2:25][CH2:26][C:27]([O:29]CC)=[O:28])[CH:22]=[CH:23][CH:24]=3)[N:15]=2)[CH:7]=[N:8][C:9]=1[O:10][CH:11]([CH3:13])[CH3:12].[ClH:34].